This data is from Full USPTO retrosynthesis dataset with 1.9M reactions from patents (1976-2016). The task is: Predict the reactants needed to synthesize the given product. (1) Given the product [NH2:7][C:8]1[CH:9]=[C:10]([C:14]2[NH:15][O:16][C:17](=[O:19])[N:18]=2)[CH:11]=[CH:12][CH:13]=1, predict the reactants needed to synthesize it. The reactants are: C(OC(=O)[NH:7][C:8]1[CH:13]=[CH:12][CH:11]=[C:10]([C:14]2[NH:15][O:16][C:17](=[O:19])[N:18]=2)[CH:9]=1)(C)(C)C.Cl. (2) The reactants are: [Cl:1][C:2]1[N:6]([CH3:7])[N:5]=[C:4]([CH3:8])[C:3]=1[C:9]([OH:11])=O.CCN(C(C)C)C(C)C.[B-](F)(F)(F)F.CN(C(ON1C(=O)CCC1=O)=[N+](C)C)C.Cl.[NH2:42][CH:43]1[CH:50]2[CH2:51][CH:46]3[CH2:47][CH:48]([CH2:52][CH:44]1[CH2:45]3)[CH2:49]2. Given the product [CH:44]12[CH2:52][CH:48]3[CH2:47][CH:46]([CH2:51][CH:50]([CH2:49]3)[CH:43]1[NH:42][C:9]([C:3]1[C:4]([CH3:8])=[N:5][N:6]([CH3:7])[C:2]=1[Cl:1])=[O:11])[CH2:45]2, predict the reactants needed to synthesize it.